Task: Predict the reaction yield, written as a fraction of the theoretical maximum amount of product (1.0 means a 100% yield; for example, 0.34 means a 34% yield).. Dataset: Reaction yield outcomes from USPTO patents with 853,638 reactions (1) The reactants are C(OC([NH:8][C@@H:9]([CH3:12])[CH2:10][OH:11])=O)(C)(C)C.O[C:14]1[CH:29]=[CH:28][C:17]([C:18]([O:20][CH2:21][C:22]2[CH:27]=[CH:26][CH:25]=[CH:24][CH:23]=2)=[O:19])=[CH:16][CH:15]=1.C1C=CC(P(C2C=CC=CC=2)C2C=CC=CC=2)=CC=1.N(C(OC(C)C)=O)=NC(OC(C)C)=O. The catalyst is C1COCC1. The product is [NH2:8][C@@H:9]([CH3:12])[CH2:10][O:11][C:14]1[CH:29]=[CH:28][C:17]([C:18]([O:20][CH2:21][C:22]2[CH:27]=[CH:26][CH:25]=[CH:24][CH:23]=2)=[O:19])=[CH:16][CH:15]=1. The yield is 0.600. (2) The reactants are [F:1][C:2]([CH3:6])([CH3:5])[CH2:3][OH:4].N1C(C)=CC=CC=1C.[F:15][C:16]([F:29])([F:28])[S:17](O[S:17]([C:16]([F:29])([F:28])[F:15])(=[O:19])=[O:18])(=[O:19])=[O:18].Cl. The catalyst is C(Cl)Cl.O. The product is [F:15][C:16]([F:29])([F:28])[S:17]([O:4][CH2:3][C:2]([F:1])([CH3:6])[CH3:5])(=[O:19])=[O:18]. The yield is 0.690. (3) The reactants are I[C:2]1[C:10]2[C:5](=[CH:6][CH:7]=[CH:8][C:9]=2[N+:11]([O-])=O)[N:4]([CH2:14][C:15]2[CH:20]=[CH:19][CH:18]=[C:17]([CH3:21])[N:16]=2)[N:3]=1.[NH4+].[Cl-]. The catalyst is CO.[Zn]. The product is [CH3:21][C:17]1[N:16]=[C:15]([CH2:14][N:4]2[C:5]3[CH:6]=[CH:7][CH:8]=[C:9]([NH2:11])[C:10]=3[CH:2]=[N:3]2)[CH:20]=[CH:19][CH:18]=1. The yield is 0.700. (4) The catalyst is CO. The product is [Br:1][C:2]1[CH:7]=[CH:6][C:5]([NH:8][C:9]2[C:23]([C:24]3[NH:41][CH:27]=[N:26][CH:25]=3)=[CH:22][C:12]3[NH:13][CH:14]=[N:15][C:11]=3[C:10]=2[F:39])=[C:4]([Cl:40])[CH:3]=1. The reactants are [Br:1][C:2]1[CH:7]=[CH:6][C:5]([NH:8][C:9]2[C:23]([CH:24]3O[CH:27]=[N:26][CH:25]3S(C3C=CC(C)=CC=3)(=O)=O)=[CH:22][C:12]3[N:13](CCS(C)(=O)=O)[CH:14]=[N:15][C:11]=3[C:10]=2[F:39])=[C:4]([Cl:40])[CH:3]=1.[NH3:41]. The yield is 0.0700. (5) The reactants are Br[C:2]1[S:11][C:5]2[N:6]=[CH:7][N:8]=[C:9]([Cl:10])[C:4]=2[CH:3]=1.[F:12][C:13]1[CH:18]=[CH:17][C:16](B(O)O)=[CH:15][CH:14]=1.C([O-])([O-])=O.[K+].[K+].Cl. The catalyst is O1CCOCC1.O.C1C=CC([P]([Pd]([P](C2C=CC=CC=2)(C2C=CC=CC=2)C2C=CC=CC=2)([P](C2C=CC=CC=2)(C2C=CC=CC=2)C2C=CC=CC=2)[P](C2C=CC=CC=2)(C2C=CC=CC=2)C2C=CC=CC=2)(C2C=CC=CC=2)C2C=CC=CC=2)=CC=1. The product is [Cl:10][C:9]1[C:4]2[CH:3]=[C:2]([C:16]3[CH:17]=[CH:18][C:13]([F:12])=[CH:14][CH:15]=3)[S:11][C:5]=2[N:6]=[CH:7][N:8]=1. The yield is 0.470.